This data is from Catalyst prediction with 721,799 reactions and 888 catalyst types from USPTO. The task is: Predict which catalyst facilitates the given reaction. (1) Reactant: C1CN([P+](ON2N=NC3C=CC=CC2=3)(N2CCCC2)N2CCCC2)CC1.F[P-](F)(F)(F)(F)F.CCN(C(C)C)C(C)C.[Br:43][C:44]1[CH:52]=[C:51](/[CH:53]=[CH:54]/[CH:55]([C:60]2[CH:65]=[C:64]([Cl:66])[C:63]([Cl:67])=[C:62]([Cl:68])[CH:61]=2)[C:56]([F:59])([F:58])[F:57])[CH:50]=[CH:49][C:45]=1[C:46](O)=[O:47].[NH2:69][CH2:70][CH2:71][NH:72][C:73](=[O:79])[O:74][C:75]([CH3:78])([CH3:77])[CH3:76]. Product: [Br:43][C:44]1[CH:52]=[C:51](/[CH:53]=[CH:54]/[CH:55]([C:60]2[CH:61]=[C:62]([Cl:68])[C:63]([Cl:67])=[C:64]([Cl:66])[CH:65]=2)[C:56]([F:59])([F:58])[F:57])[CH:50]=[CH:49][C:45]=1[C:46]([NH:69][CH2:70][CH2:71][NH:72][C:73](=[O:79])[O:74][C:75]([CH3:76])([CH3:78])[CH3:77])=[O:47]. The catalyst class is: 34. (2) Reactant: [CH3:1][O:2][C:3]([C:5]12[CH2:13][C:9](C(O)=O)([CH2:10][CH2:11][CH2:12]1)[CH2:8][CH2:7]C2)=[O:4].C1C=CC(OP([O:29][C:30]2C=CC=CC=2)(N=[N+]=[N-])=O)=CC=1.C([N:38](CC)CC)C.[CH2:43]([OH:50])[C:44]1[CH:49]=[CH:48][CH:47]=[CH:46][CH:45]=1. Product: [CH2:43]([O:50][C:30]([NH:38][C:9]12[CH2:13][C:5]([C:3]([O:2][CH3:1])=[O:4])([CH2:7][CH2:8]1)[CH2:12][CH2:11][CH2:10]2)=[O:29])[C:44]1[CH:49]=[CH:48][CH:47]=[CH:46][CH:45]=1. The catalyst class is: 133. (3) Reactant: Cl.[CH3:2][C:3]1([CH3:30])[CH:8]([NH:9][C:10](=[O:29])[CH2:11][C@@H:12]2[C:17](=[O:18])[NH:16][CH:15]=[CH:14][N:13]2[S:19]([C:22]2[CH:28]=[CH:27][C:25]([CH3:26])=[CH:24][CH:23]=2)(=[O:21])=[O:20])[CH2:7][CH2:6][NH:5][CH2:4]1.C(=O)([O-])O.[Na+].ClC(Cl)(Cl)S(O[CH2:42][C:43]([F:46])([F:45])[F:44])(=O)=O. Product: [CH3:2][C:3]1([CH3:30])[CH:8]([NH:9][C:10](=[O:29])[CH2:11][C@@H:12]2[C:17](=[O:18])[NH:16][CH:15]=[CH:14][N:13]2[S:19]([C:22]2[CH:23]=[CH:24][C:25]([CH3:26])=[CH:27][CH:28]=2)(=[O:21])=[O:20])[CH2:7][CH2:6][N:5]([CH2:42][C:43]([F:46])([F:45])[F:44])[CH2:4]1. The catalyst class is: 23. (4) Reactant: [Br:1][C:2]1[CH:7]=[CH:6][C:5]([CH:8]([N:17]=[N+]=[N-])[C:9]2[CH:14]=[CH:13][C:12]([F:15])=[CH:11][C:10]=2[F:16])=[CH:4][CH:3]=1.C(S)CCS.CCN(CC)CC. Product: [Br:1][C:2]1[CH:3]=[CH:4][C:5]([CH:8]([NH2:17])[C:9]2[CH:14]=[CH:13][C:12]([F:15])=[CH:11][C:10]=2[F:16])=[CH:6][CH:7]=1. The catalyst class is: 5. (5) Reactant: [CH3:1][O:2][C:3](=[O:26])[C:4]1[CH:9]=[CH:8][C:7]([CH2:10][NH:11][CH:12]=[O:13])=[N:6][C:5]=1[NH:14][C:15]1[CH:20]=[CH:19][C:18]([Si](C)(C)C)=[CH:17][C:16]=1[F:25].[Br:27]N1C(=O)CCC1=O. Product: [CH3:1][O:2][C:3](=[O:26])[C:4]1[CH:9]=[CH:8][C:7]([CH2:10][NH:11][CH:12]=[O:13])=[N:6][C:5]=1[NH:14][C:15]1[CH:20]=[CH:19][C:18]([Br:27])=[CH:17][C:16]=1[F:25]. The catalyst class is: 2. (6) Reactant: [Br:1][C:2]1[CH:3]=[N:4][N:5]([C:7]2[CH:12]=[CH:11][N:10]=[CH:9][C:8]=2[N:13]2[CH2:18][CH2:17][CH:16]([C:19]([O:21]CC)=[O:20])[CH2:15][CH2:14]2)[CH:6]=1.[OH-].[Na+].C1COCC1. Product: [Br:1][C:2]1[CH:3]=[N:4][N:5]([C:7]2[CH:12]=[CH:11][N:10]=[CH:9][C:8]=2[N:13]2[CH2:18][CH2:17][CH:16]([C:19]([OH:21])=[O:20])[CH2:15][CH2:14]2)[CH:6]=1. The catalyst class is: 8. (7) Reactant: Cl[C:2]1[N:7]=[N:6][CH:5]=[C:4]([C:8]2[CH:9]=[CH:10][C:11]([F:22])=[C:12]([C:14]3[C:15]([C:20]#[N:21])=[CH:16][CH:17]=[CH:18][CH:19]=3)[CH:13]=2)[CH:3]=1.[OH:23][C:24]1[CH:29]=[CH:28][CH:27]=[CH:26][N:25]=1.C(=O)([O-])[O-].[K+].[K+].N. Product: [F:22][C:11]1[CH:10]=[CH:9][C:8]([C:4]2[CH:3]=[C:2]([N:25]3[CH:26]=[CH:27][CH:28]=[CH:29][C:24]3=[O:23])[N:7]=[N:6][CH:5]=2)=[CH:13][C:12]=1[C:14]1[C:15]([C:20]#[N:21])=[CH:16][CH:17]=[CH:18][CH:19]=1. The catalyst class is: 590. (8) Reactant: [Cl:1][C:2]1[CH:7]=[CH:6][C:5]([CH:8]2[CH2:13][CH2:12][CH2:11][CH2:10][C:9]2=O)=[CH:4][CH:3]=1.[CH3:15][N:16]1[CH:20]=[C:19]([C:21]([NH2:23])=[O:22])[C:18]([C:24]([F:27])([F:26])[F:25])=[N:17]1. Product: [Cl:1][C:2]1[CH:7]=[CH:6][C:5]([C:8]2[CH2:13][CH2:12][CH2:11][CH2:10][C:9]=2[NH:23][C:21]([C:19]2[C:18]([C:24]([F:25])([F:27])[F:26])=[N:17][N:16]([CH3:15])[CH:20]=2)=[O:22])=[CH:4][CH:3]=1. The catalyst class is: 626.